This data is from Reaction yield outcomes from USPTO patents with 853,638 reactions. The task is: Predict the reaction yield, written as a fraction of the theoretical maximum amount of product (1.0 means a 100% yield; for example, 0.34 means a 34% yield). (1) The reactants are [Si:1]([O:18][CH2:19][C:20]1[C:21]([N:33]2[CH2:38][C@H:37]([CH3:39])[O:36][C@H:35]([CH3:40])[CH2:34]2)=[C:22]([F:32])[C:23]([F:31])=[C:24]([C:26](=[O:30])[C:27]([OH:29])=O)[CH:25]=1)([C:14]([CH3:17])([CH3:16])[CH3:15])([C:8]1[CH:13]=[CH:12][CH:11]=[CH:10][CH:9]=1)[C:2]1[CH:7]=[CH:6][CH:5]=[CH:4][CH:3]=1.CN(C(ON1N=NC2C=CC=NC1=2)=[N+](C)C)C.F[P-](F)(F)(F)(F)F.[NH:65]1[CH2:70][CH2:69][O:68][CH2:67][CH2:66]1.C(N(CC)CC)C. The catalyst is CN(C=O)C.O. The product is [Si:1]([O:18][CH2:19][C:20]1[C:21]([N:33]2[CH2:34][C@H:35]([CH3:40])[O:36][C@H:37]([CH3:39])[CH2:38]2)=[C:22]([F:32])[C:23]([F:31])=[C:24]([C:26](=[O:30])[C:27]([N:65]2[CH2:70][CH2:69][O:68][CH2:67][CH2:66]2)=[O:29])[CH:25]=1)([C:14]([CH3:15])([CH3:17])[CH3:16])([C:2]1[CH:3]=[CH:4][CH:5]=[CH:6][CH:7]=1)[C:8]1[CH:13]=[CH:12][CH:11]=[CH:10][CH:9]=1. The yield is 0.770. (2) The reactants are [CH3:1][O:2][C:3](=[O:29])[C@@H:4]([NH:13][C:14]1[CH:19]=[CH:18][CH:17]=[CH:16][C:15]=1OC(=O)C1C=CC=CC=1)[CH2:5][C:6]1[CH:11]=[CH:10][C:9]([OH:12])=[CH:8][CH:7]=1.[C:30]1([C:40]2[CH:45]=[CH:44][CH:43]=[CH:42][CH:41]=2)[CH:35]=[CH:34][C:33](/[CH:36]=[CH:37]/[CH2:38]O)=[CH:32][CH:31]=1.[CH2:46](P(CCCC)CCCC)[CH2:47][CH2:48]C.[CH2:59]1[CH2:63][O:62][CH2:61][CH2:60]1. The catalyst is O. The product is [CH3:1][O:2][C:3](=[O:29])[C@@H:4]([NH:13][C:14]1[CH:19]=[CH:18][CH:17]=[CH:16][C:15]=1[C:61](=[O:62])[C:60]1[CH:59]=[CH:63][CH:48]=[CH:47][CH:46]=1)[CH2:5][C:6]1[CH:7]=[CH:8][C:9]([O:12][CH2:38]/[CH:37]=[CH:36]/[C:33]2[CH:34]=[CH:35][C:30]([C:40]3[CH:45]=[CH:44][CH:43]=[CH:42][CH:41]=3)=[CH:31][CH:32]=2)=[CH:10][CH:11]=1. The yield is 0.600. (3) The reactants are [F:1][C:2]1[CH:3]=[C:4]([N+:9]([O-:11])=[O:10])[CH:5]=[CH:6][C:7]=1F.O.[NH2:13][NH2:14]. The catalyst is C(O)C. The product is [F:1][C:2]1[CH:3]=[C:4]([N+:9]([O-:11])=[O:10])[CH:5]=[CH:6][C:7]=1[NH:13][NH2:14]. The yield is 0.922. (4) The reactants are S1C=CN=C1C(CN1C=CN=C1)=C[C:8]1[CH:16]=[CH:15][C:11]([C:12]([O-:14])=[O:13])=[CH:10][CH:9]=1.[OH-].[Na+]. The catalyst is CO. The product is [C:12]([OH:14])(=[O:13])[C:11]1[CH:15]=[CH:16][CH:8]=[CH:9][CH:10]=1. The yield is 0.800. (5) The reactants are [F:1][C:2]([F:38])([F:37])[O:3][C:4]1[CH:9]=[CH:8][C:7]([N:10]2[CH:14]=[N:13][C:12]([C:15]3[CH:20]=[CH:19][C:18]([NH:21][C:22](=[O:36])[O:23][CH:24]([C:26]4[CH:27]=[N:28][C:29]([C:32]([F:35])([F:34])[F:33])=[CH:30][CH:31]=4)[CH3:25])=[CH:17][CH:16]=3)=[N:11]2)=[CH:6][CH:5]=1.[H-].[Na+].I[CH2:42][CH3:43]. The catalyst is CN(C=O)C. The product is [CH2:42]([N:21]([C:18]1[CH:17]=[CH:16][C:15]([C:12]2[N:13]=[CH:14][N:10]([C:7]3[CH:8]=[CH:9][C:4]([O:3][C:2]([F:1])([F:37])[F:38])=[CH:5][CH:6]=3)[N:11]=2)=[CH:20][CH:19]=1)[C:22](=[O:36])[O:23][CH:24]([C:26]1[CH:27]=[N:28][C:29]([C:32]([F:34])([F:35])[F:33])=[CH:30][CH:31]=1)[CH3:25])[CH3:43]. The yield is 0.910. (6) The reactants are [CH2:1]([S:3]([N:6]1[CH2:11][CH2:10][CH:9]([C:12]2[C:20]3[C:15](=[C:16]([C:29]([NH2:31])=[O:30])[CH:17]=[C:18]([C:21]4[CH:26]=[CH:25][CH:24]=[C:23]([CH:27]=O)[CH:22]=4)[CH:19]=3)[NH:14][CH:13]=2)[CH2:8][CH2:7]1)(=[O:5])=[O:4])[CH3:2].[CH:32]1([NH2:35])[CH2:34][CH2:33]1.[BH-](OC(C)=O)(OC(C)=O)OC(C)=O.[Na+]. The catalyst is C(Cl)Cl.CC(O)=O. The product is [CH:32]1([NH:35][CH2:27][C:23]2[CH:22]=[C:21]([C:18]3[CH:19]=[C:20]4[C:15](=[C:16]([C:29]([NH2:31])=[O:30])[CH:17]=3)[NH:14][CH:13]=[C:12]4[CH:9]3[CH2:8][CH2:7][N:6]([S:3]([CH2:1][CH3:2])(=[O:5])=[O:4])[CH2:11][CH2:10]3)[CH:26]=[CH:25][CH:24]=2)[CH2:34][CH2:33]1. The yield is 0.340. (7) The reactants are C(OC([N:8]1[CH2:13][CH2:12][N:11]([CH2:14][C:15]2[C:16]([C:36]3[CH:41]=[CH:40][CH:39]=[CH:38][CH:37]=3)=[N:17][C:18]3[C:23]([C:24]=2[C:25](=[O:35])[NH:26][C@H:27]([CH:29]2[CH2:34][CH2:33][CH2:32][CH2:31][CH2:30]2)[CH3:28])=[CH:22][CH:21]=[CH:20][CH:19]=3)[C:10](=[O:42])[CH2:9]1)=O)(C)(C)C. The catalyst is C(Cl)Cl.C(O)(C(F)(F)F)=O. The product is [CH:29]1([C@@H:27]([NH:26][C:25]([C:24]2[C:23]3[C:18](=[CH:19][CH:20]=[CH:21][CH:22]=3)[N:17]=[C:16]([C:36]3[CH:37]=[CH:38][CH:39]=[CH:40][CH:41]=3)[C:15]=2[CH2:14][N:11]2[CH2:12][CH2:13][NH:8][CH2:9][C:10]2=[O:42])=[O:35])[CH3:28])[CH2:34][CH2:33][CH2:32][CH2:31][CH2:30]1. The yield is 0.630. (8) The reactants are O=[C:2]1[CH2:22][CH2:21][C:5]2([CH2:10][CH2:9][N:8]([C:11]([O:13][CH2:14][C:15]3[CH:20]=[CH:19][CH:18]=[CH:17][CH:16]=3)=[O:12])[CH2:7][CH2:6]2)[CH:4]=[CH:3]1.[ClH:23].[C:24]([NH:28][NH2:29])([CH3:27])([CH3:26])[CH3:25]. The catalyst is C(O)C. The product is [ClH:23].[C:24]([NH:28]/[N:29]=[C:2]1/[CH:3]=[CH:4][C:5]2([CH2:21][CH2:22]/1)[CH2:10][CH2:9][N:8]([C:11]([O:13][CH2:14][C:15]1[CH:20]=[CH:19][CH:18]=[CH:17][CH:16]=1)=[O:12])[CH2:7][CH2:6]2)([CH3:27])([CH3:26])[CH3:25]. The yield is 0.990. (9) The reactants are [CH3:1][C:2]1[CH:3]=[C:4]([C:30]2[CH:35]=[CH:34][C:33]([N+:36]([O-:38])=[O:37])=[CH:32][CH:31]=2)[CH:5]=[CH:6][C:7]=1[C:8](=[O:29])[CH2:9][C:10]([CH2:21][CH2:22][C:23]1[CH:28]=[CH:27][CH:26]=[CH:25][CH:24]=1)(C(OCC)=O)[C:11]([O:13][CH2:14][CH3:15])=[O:12].[OH-].[Na+].C(O)C. The catalyst is CC(C)=O. The product is [CH3:1][C:2]1[CH:3]=[C:4]([C:30]2[CH:31]=[CH:32][C:33]([N+:36]([O-:38])=[O:37])=[CH:34][CH:35]=2)[CH:5]=[CH:6][C:7]=1[C:8](=[O:29])[CH2:9][CH:10]([CH2:21][CH2:22][C:23]1[CH:28]=[CH:27][CH:26]=[CH:25][CH:24]=1)[C:11]([O:13][CH2:14][CH3:15])=[O:12]. The yield is 0.990. (10) The reactants are [CH:1]1[C:14]2[NH:13][C:12]3[C:7](=[CH:8][CH:9]=[CH:10][CH:11]=3)[S:6][C:5]=2[C:4]([OH:15])=[CH:3][CH:2]=1.[C:16](O[C:16]([O:18][C:19]([CH3:22])([CH3:21])[CH3:20])=[O:17])([O:18][C:19]([CH3:22])([CH3:21])[CH3:20])=[O:17].[OH-].[Na+].Cl. The catalyst is N1C=CC=CC=1.CO.O. The product is [C:19]([O:18][C:16]([N:13]1[C:14]2[CH:1]=[CH:2][CH:3]=[C:4]([OH:15])[C:5]=2[S:6][C:7]2[C:12]1=[CH:11][CH:10]=[CH:9][CH:8]=2)=[O:17])([CH3:22])([CH3:21])[CH3:20]. The yield is 1.00.